From a dataset of Peptide-MHC class I binding affinity with 185,985 pairs from IEDB/IMGT. Regression. Given a peptide amino acid sequence and an MHC pseudo amino acid sequence, predict their binding affinity value. This is MHC class I binding data. (1) The peptide sequence is RQQNPIPVG. The MHC is Mamu-A2201 with pseudo-sequence Mamu-A2201. The binding affinity (normalized) is 0. (2) The peptide sequence is KPKVASEAF. The MHC is HLA-A29:02 with pseudo-sequence HLA-A29:02. The binding affinity (normalized) is 0.0847. (3) The peptide sequence is RRFNLFNKF. The MHC is HLA-B27:05 with pseudo-sequence HLA-B27:05. The binding affinity (normalized) is 0.901. (4) The peptide sequence is KAVETPILV. The MHC is HLA-C12:03 with pseudo-sequence HLA-C12:03. The binding affinity (normalized) is 1.00. (5) The peptide sequence is FSYMDDVVL. The MHC is Patr-B0101 with pseudo-sequence Patr-B0101. The binding affinity (normalized) is 0.688. (6) The peptide sequence is VLQQNNSFII. The MHC is HLA-A02:03 with pseudo-sequence HLA-A02:03. The binding affinity (normalized) is 0.359.